From a dataset of Catalyst prediction with 721,799 reactions and 888 catalyst types from USPTO. Predict which catalyst facilitates the given reaction. (1) Reactant: [OH-].[K+].[CH3:3][O:4][C:5](=[CH:10][C:11]1[CH:16]=[CH:15][CH:14]=[C:13]([N+:17]([O-:19])=[O:18])[CH:12]=1)[C:6]([O:8]C)=[O:7]. Product: [CH3:3][O:4][C:5](=[CH:10][C:11]1[CH:16]=[CH:15][CH:14]=[C:13]([N+:17]([O-:19])=[O:18])[CH:12]=1)[C:6]([OH:8])=[O:7]. The catalyst class is: 72. (2) Reactant: [H-].COCCO[Al+]OCCOC.CON(C)[C:16]([C@@H:18]([NH:23][C:24](=[O:30])[O:25][C:26]([CH3:29])([CH3:28])[CH3:27])[CH2:19][CH2:20][CH2:21][CH3:22])=[O:17].[Cl-].[Na+]. Product: [CH:16]([C@@H:18]([NH:23][C:24](=[O:30])[O:25][C:26]([CH3:29])([CH3:28])[CH3:27])[CH2:19][CH2:20][CH2:21][CH3:22])=[O:17]. The catalyst class is: 11. (3) Reactant: [Cl:1]C1C=CC2C3CC(CN(C(=O)C(F)(F)F)C3)C=2C=1.Cl.[Cl:21][C:22]1[CH:32]=[CH:31][C:30]2[CH:29]3[CH2:33][CH:25]([CH2:26][NH:27][CH2:28]3)[C:24]=2[CH:23]=1.C([O-])([O-])=O.[Na+].[Na+]. Product: [ClH:1].[Cl:21][C:22]1[CH:32]=[CH:31][C:30]2[CH:29]3[CH2:33][CH:25]([CH2:26][NH:27][CH2:28]3)[C:24]=2[CH:23]=1. The catalyst class is: 24. (4) Reactant: [F:1][C:2]1[C:7]([CH:8]([CH3:10])[CH3:9])=[CH:6][C:5]([C:11]2[CH:16]=[CH:15][C:14]([C:17]([F:20])([F:19])[F:18])=[CH:13][C:12]=2[CH:21]2[N:25]([CH2:26][C:27]3[CH:32]=[CH:31][C:30]([O:33][CH3:34])=[CH:29][CH:28]=3)[C:24](=[O:35])[NH:23][CH2:22]2)=[C:4]([O:36][CH3:37])[CH:3]=1.[H-].[Na+].[F:40][C:41]([F:55])([F:54])[C:42]1[CH:43]=[C:44]([CH:47]=[C:48]([C:50]([F:53])([F:52])[F:51])[CH:49]=1)[CH2:45]Br. Product: [F:40][C:41]([F:54])([F:55])[C:42]1[CH:43]=[C:44]([CH:47]=[C:48]([C:50]([F:53])([F:51])[F:52])[CH:49]=1)[CH2:45][N:23]1[CH2:22][CH:21]([C:12]2[CH:13]=[C:14]([C:17]([F:20])([F:18])[F:19])[CH:15]=[CH:16][C:11]=2[C:5]2[CH:6]=[C:7]([CH:8]([CH3:9])[CH3:10])[C:2]([F:1])=[CH:3][C:4]=2[O:36][CH3:37])[N:25]([CH2:26][C:27]2[CH:28]=[CH:29][C:30]([O:33][CH3:34])=[CH:31][CH:32]=2)[C:24]1=[O:35]. The catalyst class is: 3. (5) Reactant: I.[NH2:2][CH:3]1[CH2:8][CH2:7][CH2:6][CH:5]([N:9]2[C:18]3[CH:17]=[CH:16][CH:15]=[C:14]([Cl:19])[C:13]=3[C:12]3=[N:20][O:21][C:22]([CH3:23])=[C:11]3[C:10]2=[O:24])[CH2:4]1.[C:25]1([S:31]([N:34]([CH2:41][C:42](O)=[O:43])[C:35]2[CH:40]=[CH:39][CH:38]=[CH:37][N:36]=2)(=[O:33])=[O:32])[CH:30]=[CH:29][CH:28]=[CH:27][CH:26]=1.ON1C2N=CC=CC=2N=N1.C(Cl)CCl. Product: [C:25]1([S:31]([N:34]([C:35]2[CH:40]=[CH:39][CH:38]=[CH:37][N:36]=2)[CH2:41][C:42]([NH:2][CH:3]2[CH2:8][CH2:7][CH2:6][CH:5]([N:9]3[C:18]4[CH:17]=[CH:16][CH:15]=[C:14]([Cl:19])[C:13]=4[C:12]4=[N:20][O:21][C:22]([CH3:23])=[C:11]4[C:10]3=[O:24])[CH2:4]2)=[O:43])(=[O:33])=[O:32])[CH:26]=[CH:27][CH:28]=[CH:29][CH:30]=1. The catalyst class is: 239. (6) Reactant: [Br:1][C:2]1[CH:3]=[C:4]([NH:8][C:9]2[C:18]3[C:13](=[CH:14][CH:15]=[C:16]([NH2:19])[CH:17]=3)[N:12]=[CH:11][N:10]=2)[CH:5]=[CH:6][CH:7]=1.[C:20]([CH2:22][C:23](O)=[O:24])#[N:21].CCN(C(C)C)C(C)C.C(Cl)CCl. Product: [Br:1][C:2]1[CH:3]=[C:4]([NH:8][C:9]2[C:18]3[C:13](=[CH:14][CH:15]=[C:16]([NH:19][C:23](=[O:24])[CH2:22][C:20]#[N:21])[CH:17]=3)[N:12]=[CH:11][N:10]=2)[CH:5]=[CH:6][CH:7]=1. The catalyst class is: 136. (7) Reactant: N(C(OC(C)C)=O)=NC(OC(C)C)=O.[Si:15]([O:22][C@@H:23]([CH2:27][CH2:28][C:29]1[CH:34]=[CH:33][CH:32]=[CH:31][CH:30]=1)[C@@H:24](O)[CH3:25])([C:18]([CH3:21])([CH3:20])[CH3:19])([CH3:17])[CH3:16].[Cl:35][C:36]1[N:44]=[CH:43][N:42]=[C:41]2[C:37]=1[N:38]=[CH:39][NH:40]2.C1(P(C2C=CC=CC=2)C2C=CC=CC=2)C=CC=CC=1. Product: [Si:15]([O:22][C@@H:23]([CH2:27][CH2:28][C:29]1[CH:34]=[CH:33][CH:32]=[CH:31][CH:30]=1)[C@H:24]([N:40]1[CH:39]=[N:38][C:37]2[C:41]1=[N:42][CH:43]=[N:44][C:36]=2[Cl:35])[CH3:25])([C:18]([CH3:21])([CH3:20])[CH3:19])([CH3:17])[CH3:16]. The catalyst class is: 7.